Dataset: Catalyst prediction with 721,799 reactions and 888 catalyst types from USPTO. Task: Predict which catalyst facilitates the given reaction. (1) Reactant: [CH2:1]([NH:8][C:9]([C:11]1[C:19]2[C:18]3[CH:20]=[C:21]([NH2:24])[CH:22]=[CH:23][C:17]=3[O:16][C:15]=2[C:14]([O:25][CH3:26])=[CH:13][CH:12]=1)=[O:10])[C:2]1[CH:7]=[CH:6][CH:5]=[CH:4][CH:3]=1.[C:27](Cl)(=[O:29])[CH3:28].N1C=CC=CC=1. Product: [CH2:1]([NH:8][C:9]([C:11]1[C:19]2[C:18]3[CH:20]=[C:21]([NH:24][C:27](=[O:29])[CH3:28])[CH:22]=[CH:23][C:17]=3[O:16][C:15]=2[C:14]([O:25][CH3:26])=[CH:13][CH:12]=1)=[O:10])[C:2]1[CH:3]=[CH:4][CH:5]=[CH:6][CH:7]=1. The catalyst class is: 1. (2) Product: [Cl:1][C:2]1[CH:3]=[C:4]([CH:15]=[CH:16][C:17]=1[Cl:18])[CH2:5][O:6][C:7]1[CH:14]=[CH:13][C:10]([CH2:11][N:19]2[CH2:22][CH:21]([C:23]([OH:25])=[O:24])[CH2:20]2)=[CH:9][CH:8]=1. Reactant: [Cl:1][C:2]1[CH:3]=[C:4]([CH:15]=[CH:16][C:17]=1[Cl:18])[CH2:5][O:6][C:7]1[CH:14]=[CH:13][C:10]([CH:11]=O)=[CH:9][CH:8]=1.[NH:19]1[CH2:22][CH:21]([C:23]([OH:25])=[O:24])[CH2:20]1.CC(O)=O.C([BH3-])#N.[Na+]. The catalyst class is: 5. (3) Reactant: C(=O)([O-])[O-].[K+].[K+].[CH2:7]([O:9][C:10](=[O:19])[C:11]1[CH:16]=[CH:15][C:14](Cl)=[N:13][C:12]=1[Cl:18])[CH3:8].[C:20]([C:22]1[CH:27]=[CH:26][C:25]([OH:28])=[CH:24][CH:23]=1)#[N:21]. The catalyst class is: 9. Product: [CH2:7]([O:9][C:10](=[O:19])[C:11]1[CH:16]=[CH:15][C:14]([O:28][C:25]2[CH:26]=[CH:27][C:22]([C:20]#[N:21])=[CH:23][CH:24]=2)=[N:13][C:12]=1[Cl:18])[CH3:8]. (4) Reactant: [Cl:1][C:2]1[CH:7]=[CH:6][C:5]([C@H:8]([NH:11][S@@:12]([C:14]([CH3:17])([CH3:16])[CH3:15])=[O:13])[CH2:9][CH3:10])=[C:4]([F:18])[C:3]=1[O:19][C:20]1[S:21][C:22]2[CH:28]=[CH:27][C:26]([N+:29]([O-])=O)=[CH:25][C:23]=2[N:24]=1.[NH4+].[Cl-]. The catalyst class is: 406. Product: [NH2:29][C:26]1[CH:27]=[CH:28][C:22]2[S:21][C:20]([O:19][C:3]3[C:4]([F:18])=[C:5]([C@H:8]([NH:11][S@@:12]([C:14]([CH3:16])([CH3:15])[CH3:17])=[O:13])[CH2:9][CH3:10])[CH:6]=[CH:7][C:2]=3[Cl:1])=[N:24][C:23]=2[CH:25]=1. (5) Reactant: [Br:1][C:2]1[CH:3]=[C:4]2[C:9](=[CH:10][CH:11]=1)[N:8]=[C:7](Cl)[N:6]=[CH:5]2.[NH2:13][CH:14]([CH2:16][CH2:17][CH2:18][N:19]([CH2:22][CH3:23])[CH2:20][CH3:21])[CH3:15].[OH-].[Na+]. Product: [Br:1][C:2]1[CH:3]=[C:4]2[C:9](=[CH:10][CH:11]=1)[N:8]=[C:7]([NH:13][CH:14]([CH2:16][CH2:17][CH2:18][N:19]([CH2:22][CH3:23])[CH2:20][CH3:21])[CH3:15])[N:6]=[CH:5]2. The catalyst class is: 37. (6) Product: [C:1]([O:5][C:6](=[O:37])[NH:7][C:8]1[CH:13]=[CH:12][C:11]([O:14][C:15]2[CH:20]=[CH:19][C:18]([C:21](=[O:33])[NH:22][C:23]3[CH:28]=[CH:27][C:26]([C:29]([F:31])([F:30])[F:32])=[CH:25][CH:24]=3)=[CH:17][C:16]=2[NH2:34])=[CH:10][CH:9]=1)([CH3:4])([CH3:2])[CH3:3]. The catalyst class is: 292. Reactant: [C:1]([O:5][C:6](=[O:37])[NH:7][C:8]1[CH:13]=[CH:12][C:11]([O:14][C:15]2[CH:20]=[CH:19][C:18]([C:21](=[O:33])[NH:22][C:23]3[CH:28]=[CH:27][C:26]([C:29]([F:32])([F:31])[F:30])=[CH:25][CH:24]=3)=[CH:17][C:16]=2[N+:34]([O-])=O)=[CH:10][CH:9]=1)([CH3:4])([CH3:3])[CH3:2].[NH4+].[Cl-].